Dataset: Full USPTO retrosynthesis dataset with 1.9M reactions from patents (1976-2016). Task: Predict the reactants needed to synthesize the given product. (1) Given the product [CH3:13][C:8]1[N:7]([C:5]2[S:6][C:2]([C:36]3[C:35]([CH3:38])=[N:34][N:33]4[C:28]([CH:25]([CH2:23][CH3:24])[CH2:26][CH3:27])=[CH:29][C:30]([CH3:39])=[N:31][C:32]=34)=[C:3]([C:14]([F:17])([F:16])[F:15])[N:4]=2)[C:11]([CH3:12])=[CH:10][CH:9]=1, predict the reactants needed to synthesize it. The reactants are: Br[C:2]1[S:6][C:5]([N:7]2[C:11]([CH3:12])=[CH:10][CH:9]=[C:8]2[CH3:13])=[N:4][C:3]=1[C:14]([F:17])([F:16])[F:15].C([Li])(C)(C)C.[CH2:23]([CH:25]([C:28]1[N:33]2[N:34]=[C:35]([CH3:38])[C:36](I)=[C:32]2[N:31]=[C:30]([CH3:39])[CH:29]=1)[CH2:26][CH3:27])[CH3:24].C(OCC)C. (2) Given the product [CH3:1][O:2][CH2:3][CH:4]([NH:6][C:7]([C:9]1[CH:10]=[C:11]([C:22]2[CH:27]=[CH:26][C:25]([CH3:28])=[CH:24][CH:23]=2)[CH:12]=[C:13]([C:15]2[S:21][N:18]=[CH:17][CH:16]=2)[CH:14]=1)=[O:8])[CH3:5], predict the reactants needed to synthesize it. The reactants are: [CH3:1][O:2][CH2:3][CH:4]([NH:6][C:7]([C:9]1[CH:10]=[C:11]([C:22]2[CH:27]=[CH:26][C:25]([CH3:28])=[CH:24][CH:23]=2)[CH:12]=[C:13]([C:15](=[S:21])[CH:16]=[CH:17][N:18](C)C)[CH:14]=1)=[O:8])[CH3:5].C(O)C.CO.OOS(N)(=O)=O.